Dataset: Merck oncology drug combination screen with 23,052 pairs across 39 cell lines. Task: Regression. Given two drug SMILES strings and cell line genomic features, predict the synergy score measuring deviation from expected non-interaction effect. Drug 1: O=S1(=O)NC2(CN1CC(F)(F)F)C1CCC2Cc2cc(C=CCN3CCC(C(F)(F)F)CC3)ccc2C1. Drug 2: CC(=O)OC1C(=O)C2(C)C(O)CC3OCC3(OC(C)=O)C2C(OC(=O)c2ccccc2)C2(O)CC(OC(=O)C(O)C(NC(=O)c3ccccc3)c3ccccc3)C(C)=C1C2(C)C. Cell line: OVCAR3. Synergy scores: synergy=18.8.